Dataset: Forward reaction prediction with 1.9M reactions from USPTO patents (1976-2016). Task: Predict the product of the given reaction. Given the reactants [CH3:1][O:2][C:3]1[C:4]([O:27][CH2:28][CH2:29][CH2:30][O:31][CH3:32])=[CH:5][C:6]2[CH2:15][CH:14]([C:16]3([CH3:19])[CH2:18][CH2:17]3)[N:13]3[CH:8]([CH2:9][C:10](=[O:25])[C:11]([C:20]([O:22][CH2:23][CH3:24])=[O:21])=[CH:12]3)[C:7]=2[CH:26]=1.C1(Cl)C(=O)C(Cl)=C(Cl)C(=O)C=1Cl, predict the reaction product. The product is: [CH3:1][O:2][C:3]1[C:4]([O:27][CH2:28][CH2:29][CH2:30][O:31][CH3:32])=[CH:5][C:6]2[CH2:15][CH:14]([C:16]3([CH3:19])[CH2:18][CH2:17]3)[N:13]3[C:8](=[CH:9][C:10](=[O:25])[C:11]([C:20]([O:22][CH2:23][CH3:24])=[O:21])=[CH:12]3)[C:7]=2[CH:26]=1.